This data is from Full USPTO retrosynthesis dataset with 1.9M reactions from patents (1976-2016). The task is: Predict the reactants needed to synthesize the given product. (1) Given the product [Na:1].[CH2:15]([O:2][C:3]1[CH:8]=[CH:7][C:6]([S:9]([OH:12])(=[O:10])=[O:11])=[CH:5][CH:4]=1)[CH2:16][CH2:17][CH3:18], predict the reactants needed to synthesize it. The reactants are: [Na:1].[OH:2][C:3]1[CH:8]=[CH:7][C:6]([S:9]([OH:12])(=[O:11])=[O:10])=[CH:5][CH:4]=1.[OH-].[Na+].[CH2:15](Br)[CH2:16][CH2:17][CH3:18]. (2) Given the product [ClH:1].[Cl:1][C:2]1[CH:3]=[CH:4][C:5]([C:8]([OH:10])=[O:9])=[N:6][CH:7]=1, predict the reactants needed to synthesize it. The reactants are: [Cl:1][C:2]1[CH:3]=[CH:4][C:5]([C:8]([O:10]CC)=[O:9])=[N:6][CH:7]=1. (3) Given the product [CH2:1]([O:8][C:9]([N:11]1[CH2:12][CH2:13][CH:14]([C:17](=[O:19])[CH3:20])[CH2:15][CH2:16]1)=[O:10])[C:2]1[CH:3]=[CH:4][CH:5]=[CH:6][CH:7]=1, predict the reactants needed to synthesize it. The reactants are: [CH2:1]([O:8][C:9]([N:11]1[CH2:16][CH2:15][CH:14]([C:17]([OH:19])=O)[CH2:13][CH2:12]1)=[O:10])[C:2]1[CH:7]=[CH:6][CH:5]=[CH:4][CH:3]=1.[CH3:20]C1(C)OC(=O)CC(=O)O1.N1C=CC=CC=1. (4) Given the product [F:1][C:2]([F:19])([F:20])[O:3][C:4]1[CH:5]=[CH:6][C:7]([C:10]#[C:11][CH2:12][C:13]2([CH2:17][O:18][S:22]([CH3:21])(=[O:24])=[O:23])[CH2:14][CH2:15][CH2:16]2)=[CH:8][CH:9]=1, predict the reactants needed to synthesize it. The reactants are: [F:1][C:2]([F:20])([F:19])[O:3][C:4]1[CH:9]=[CH:8][C:7]([C:10]#[C:11][CH2:12][C:13]2([CH2:17][OH:18])[CH2:16][CH2:15][CH2:14]2)=[CH:6][CH:5]=1.[CH3:21][S:22](Cl)(=[O:24])=[O:23]. (5) Given the product [CH2:1]([O:3][C:4]1[CH:9]=[CH:8][C:7]([C:10]([F:13])([F:11])[F:12])=[CH:6][C:5]=1[C:14]1[N:19]=[C:18]([C:20]#[N:21])[C:17]2[N:22]=[CH:23][NH:24][C:16]=2[CH:15]=1)[CH3:2], predict the reactants needed to synthesize it. The reactants are: [CH2:1]([O:3][C:4]1[CH:9]=[CH:8][C:7]([C:10]([F:13])([F:12])[F:11])=[CH:6][C:5]=1[C:14]1[N:19]=[C:18]([C:20]#[N:21])[C:17]2[N:22]=[CH:23][N:24](C3CCCCO3)[C:16]=2[CH:15]=1)[CH3:2].O.C1(C)C=CC(S(O)(=O)=O)=CC=1. (6) Given the product [F:15][C:14]([F:17])([F:16])[O:13][C:10]1[CH:11]=[CH:12][C:7]([N:4]2[CH:5]=[N:6][C:2]([C:26]3[CH:31]=[CH:30][C:29]([CH2:32][C:33]([O:35][CH3:36])=[O:34])=[CH:28][CH:27]=3)=[N:3]2)=[CH:8][CH:9]=1, predict the reactants needed to synthesize it. The reactants are: Br[C:2]1[N:6]=[CH:5][N:4]([C:7]2[CH:12]=[CH:11][C:10]([O:13][C:14]([F:17])([F:16])[F:15])=[CH:9][CH:8]=2)[N:3]=1.CC1(C)C(C)(C)OB([C:26]2[CH:31]=[CH:30][C:29]([CH2:32][C:33]([O:35][CH3:36])=[O:34])=[CH:28][CH:27]=2)O1.F[B-](F)(F)F.C([PH+](C(C)(C)C)C(C)(C)C)(C)(C)C.[F-].[Cs+]. (7) Given the product [CH2:9]([N:11]([C:15]1[CH:20]=[CH:19][C:18]([NH:1][CH2:2][CH:3]2[CH2:4][CH2:5][O:6][CH2:7][CH2:8]2)=[C:17]([N+:22]([O-:24])=[O:23])[CH:16]=1)[C:12](=[O:14])[CH3:13])[CH3:10], predict the reactants needed to synthesize it. The reactants are: [NH2:1][CH2:2][C:3]1[CH:8]=[CH:7][O:6][CH2:5][CH:4]=1.[CH2:9]([N:11]([C:15]1[CH:20]=[CH:19][C:18](F)=[C:17]([N+:22]([O-:24])=[O:23])[CH:16]=1)[C:12](=[O:14])[CH3:13])[CH3:10].C(=O)([O-])[O-].[Na+].[Na+].